This data is from Catalyst prediction with 721,799 reactions and 888 catalyst types from USPTO. The task is: Predict which catalyst facilitates the given reaction. (1) Product: [NH2:8][C@H:9]([C:13]1[O:15][N:34]=[C:31]([CH3:32])[N:33]=1)[CH:10]([CH3:11])[CH3:12]. Reactant: C([NH:8][C@H:9]([C:13]([OH:15])=O)[CH:10]([CH3:12])[CH3:11])(OC(C)(C)C)=O.C1(N=C=NC2CCCCC2)CCCCC1.[C:31](=[N:34]O)([NH2:33])[CH3:32]. The catalyst class is: 272. (2) Reactant: [CH2:1]([O:3][C:4](=[O:23])[C:5]1[CH:10]=[CH:9][CH:8]=[C:7]([S:11][C:12]2[C:20]3[C:15](=[CH:16][C:17]([Cl:21])=[CH:18][CH:19]=3)[NH:14][C:13]=2[CH3:22])[CH:6]=1)[CH3:2].Br[C:25]1[CH:26]=[N:27][N:28]([CH2:30][C:31]([F:34])([F:33])[F:32])[CH:29]=1.[O-]P([O-])([O-])=O.[K+].[K+].[K+].CN(C)CCN. Product: [CH2:1]([O:3][C:4](=[O:23])[C:5]1[CH:10]=[CH:9][CH:8]=[C:7]([S:11][C:12]2[C:20]3[C:15](=[CH:16][C:17]([Cl:21])=[CH:18][CH:19]=3)[N:14]([C:25]3[CH:26]=[N:27][N:28]([CH2:30][C:31]([F:34])([F:33])[F:32])[CH:29]=3)[C:13]=2[CH3:22])[CH:6]=1)[CH3:2]. The catalyst class is: 432.